This data is from NCI-60 drug combinations with 297,098 pairs across 59 cell lines. The task is: Regression. Given two drug SMILES strings and cell line genomic features, predict the synergy score measuring deviation from expected non-interaction effect. (1) Drug 1: C1=NC2=C(N1)C(=S)N=C(N2)N. Drug 2: CC1=C(C=C(C=C1)C(=O)NC2=CC(=CC(=C2)C(F)(F)F)N3C=C(N=C3)C)NC4=NC=CC(=N4)C5=CN=CC=C5. Cell line: DU-145. Synergy scores: CSS=28.4, Synergy_ZIP=3.06, Synergy_Bliss=1.10, Synergy_Loewe=-8.33, Synergy_HSA=-3.29. (2) Drug 1: CCCCCOC(=O)NC1=NC(=O)N(C=C1F)C2C(C(C(O2)C)O)O. Drug 2: CNC(=O)C1=NC=CC(=C1)OC2=CC=C(C=C2)NC(=O)NC3=CC(=C(C=C3)Cl)C(F)(F)F. Cell line: SNB-75. Synergy scores: CSS=1.33, Synergy_ZIP=-0.238, Synergy_Bliss=-0.0943, Synergy_Loewe=-3.26, Synergy_HSA=-1.73. (3) Drug 1: C1=CC(=CC=C1CCCC(=O)O)N(CCCl)CCCl. Drug 2: CCC(=C(C1=CC=CC=C1)C2=CC=C(C=C2)OCCN(C)C)C3=CC=CC=C3.C(C(=O)O)C(CC(=O)O)(C(=O)O)O. Cell line: DU-145. Synergy scores: CSS=35.1, Synergy_ZIP=0.272, Synergy_Bliss=-3.25, Synergy_Loewe=-4.52, Synergy_HSA=-4.15. (4) Drug 1: C1=NC2=C(N=C(N=C2N1C3C(C(C(O3)CO)O)F)Cl)N. Drug 2: CS(=O)(=O)OCCCCOS(=O)(=O)C. Cell line: SF-268. Synergy scores: CSS=-2.25, Synergy_ZIP=-1.39, Synergy_Bliss=-5.09, Synergy_Loewe=-5.83, Synergy_HSA=-5.75. (5) Drug 1: C1CCC(C1)C(CC#N)N2C=C(C=N2)C3=C4C=CNC4=NC=N3. Drug 2: C1=NC2=C(N1)C(=S)N=C(N2)N. Cell line: SW-620. Synergy scores: CSS=19.9, Synergy_ZIP=-1.61, Synergy_Bliss=2.20, Synergy_Loewe=-0.726, Synergy_HSA=1.81. (6) Drug 1: C1=CC(=CC=C1CCC2=CNC3=C2C(=O)NC(=N3)N)C(=O)NC(CCC(=O)O)C(=O)O. Drug 2: CN1C2=C(C=C(C=C2)N(CCCl)CCCl)N=C1CCCC(=O)O.Cl. Cell line: OVCAR-8. Synergy scores: CSS=37.1, Synergy_ZIP=12.0, Synergy_Bliss=9.37, Synergy_Loewe=1.61, Synergy_HSA=10.9. (7) Drug 1: C1CCN(CC1)CCOC2=CC=C(C=C2)C(=O)C3=C(SC4=C3C=CC(=C4)O)C5=CC=C(C=C5)O. Drug 2: B(C(CC(C)C)NC(=O)C(CC1=CC=CC=C1)NC(=O)C2=NC=CN=C2)(O)O. Cell line: SK-MEL-2. Synergy scores: CSS=-0.297, Synergy_ZIP=-0.233, Synergy_Bliss=0.0190, Synergy_Loewe=-4.51, Synergy_HSA=-2.71. (8) Drug 1: CC1=C2C(C(=O)C3(C(CC4C(C3C(C(C2(C)C)(CC1OC(=O)C(C(C5=CC=CC=C5)NC(=O)OC(C)(C)C)O)O)OC(=O)C6=CC=CC=C6)(CO4)OC(=O)C)O)C)O. Drug 2: C1=NNC2=C1C(=O)NC=N2. Cell line: SR. Synergy scores: CSS=29.1, Synergy_ZIP=-1.88, Synergy_Bliss=-3.23, Synergy_Loewe=-63.4, Synergy_HSA=-4.83. (9) Drug 1: C1CCC(CC1)NC(=O)N(CCCl)N=O. Drug 2: CC(C)NC(=O)C1=CC=C(C=C1)CNNC.Cl. Cell line: CAKI-1. Synergy scores: CSS=13.7, Synergy_ZIP=-7.09, Synergy_Bliss=-9.00, Synergy_Loewe=-11.1, Synergy_HSA=-6.75.